From a dataset of Reaction yield outcomes from USPTO patents with 853,638 reactions. Predict the reaction yield, written as a fraction of the theoretical maximum amount of product (1.0 means a 100% yield; for example, 0.34 means a 34% yield). (1) The reactants are Br[C:2]1[C:10]2[C:5](=[CH:6][CH:7]=[C:8]([C:11]#[N:12])[CH:9]=2)[N:4]([CH:13]2[CH2:18][CH2:17][CH2:16][CH2:15][O:14]2)[N:3]=1.[N:19]1([CH2:24][CH2:25][O:26][C:27]2[CH:28]=[C:29]3[C:34](=[CH:35][CH:36]=2)[CH:33]=[C:32](B(O)O)[CH:31]=[CH:30]3)[CH2:23][CH2:22][CH2:21][CH2:20]1. No catalyst specified. The product is [N:19]1([CH2:24][CH2:25][O:26][C:27]2[CH:28]=[C:29]3[C:34](=[CH:35][CH:36]=2)[CH:33]=[C:32]([C:2]2[C:10]4[C:5](=[CH:6][CH:7]=[C:8]([C:11]#[N:12])[CH:9]=4)[N:4]([CH:13]4[CH2:18][CH2:17][CH2:16][CH2:15][O:14]4)[N:3]=2)[CH:31]=[CH:30]3)[CH2:23][CH2:22][CH2:21][CH2:20]1. The yield is 0.120. (2) The reactants are [OH:1][C@@:2]1([C:9]#[C:10][C:11]2[CH:12]=[C:13]([N:20]3[C:24]4=[N:25][CH:26]=[CH:27][CH:28]=[C:23]4[C:22]([C:29]([O:31]C)=O)=[N:21]3)[CH:14]=[C:15]([CH:17]([OH:19])[CH3:18])[CH:16]=2)[CH2:6][CH2:5][N:4]([CH3:7])[C:3]1=[O:8].[NH3:33]. The catalyst is CO. The product is [OH:1][C@@:2]1([C:9]#[C:10][C:11]2[CH:12]=[C:13]([N:20]3[C:24]4=[N:25][CH:26]=[CH:27][CH:28]=[C:23]4[C:22]([C:29]([NH2:33])=[O:31])=[N:21]3)[CH:14]=[C:15]([CH:17]([OH:19])[CH3:18])[CH:16]=2)[CH2:6][CH2:5][N:4]([CH3:7])[C:3]1=[O:8]. The yield is 0.220. (3) The reactants are Br[C:2]1[N:10]2[C:5]([C:6]([NH2:11])=[N:7][CH:8]=[N:9]2)=[CH:4][CH:3]=1.CC1(C)C(C)(C)OB([C:20]2[CH:25]=[CH:24][C:23]([N:26]3[CH2:31][CH2:30][N:29]([C:32]([O:34][C:35]([CH3:38])([CH3:37])[CH3:36])=[O:33])[CH2:28][CH2:27]3)=[CH:22][CH:21]=2)O1.ClCCl.C([O-])([O-])=O.[Na+].[Na+]. The catalyst is COCCOC.C1C=CC(P(C2C=CC=CC=2)[C-]2C=CC=C2)=CC=1.C1C=CC(P(C2C=CC=CC=2)[C-]2C=CC=C2)=CC=1.Cl[Pd]Cl.[Fe+2]. The product is [NH2:11][C:6]1[C:5]2=[CH:4][CH:3]=[C:2]([C:20]3[CH:21]=[CH:22][C:23]([N:26]4[CH2:27][CH2:28][N:29]([C:32]([O:34][C:35]([CH3:38])([CH3:37])[CH3:36])=[O:33])[CH2:30][CH2:31]4)=[CH:24][CH:25]=3)[N:10]2[N:9]=[CH:8][N:7]=1. The yield is 0.740. (4) The reactants are [CH3:1][N:2]([CH3:23])[C:3]1[CH:8]=[C:7]([C:9]2[N:13]3[CH:14]=[CH:15][CH:16]=[CH:17][C:12]3=[N:11][C:10]=2[C:18](OCC)=[O:19])[CH:6]=[CH:5][N:4]=1.[BH4-].[Li+].[OH-].[Na+]. The yield is 0.450. The product is [CH3:1][N:2]([CH3:23])[C:3]1[CH:8]=[C:7]([C:9]2[N:13]3[CH:14]=[CH:15][CH:16]=[CH:17][C:12]3=[N:11][C:10]=2[CH2:18][OH:19])[CH:6]=[CH:5][N:4]=1. The catalyst is C(O)(C)C.